Dataset: NCI-60 drug combinations with 297,098 pairs across 59 cell lines. Task: Regression. Given two drug SMILES strings and cell line genomic features, predict the synergy score measuring deviation from expected non-interaction effect. (1) Drug 1: C1=CC(=C2C(=C1NCCNCCO)C(=O)C3=C(C=CC(=C3C2=O)O)O)NCCNCCO. Drug 2: CC1=CC=C(C=C1)C2=CC(=NN2C3=CC=C(C=C3)S(=O)(=O)N)C(F)(F)F. Cell line: DU-145. Synergy scores: CSS=74.2, Synergy_ZIP=9.90, Synergy_Bliss=9.61, Synergy_Loewe=5.13, Synergy_HSA=11.2. (2) Drug 1: CCC1=CC2CC(C3=C(CN(C2)C1)C4=CC=CC=C4N3)(C5=C(C=C6C(=C5)C78CCN9C7C(C=CC9)(C(C(C8N6C)(C(=O)OC)O)OC(=O)C)CC)OC)C(=O)OC.C(C(C(=O)O)O)(C(=O)O)O. Drug 2: C1=CC(=CC=C1C#N)C(C2=CC=C(C=C2)C#N)N3C=NC=N3. Cell line: RPMI-8226. Synergy scores: CSS=28.0, Synergy_ZIP=-1.89, Synergy_Bliss=-2.06, Synergy_Loewe=-43.8, Synergy_HSA=-4.14. (3) Drug 1: CC(C1=C(C=CC(=C1Cl)F)Cl)OC2=C(N=CC(=C2)C3=CN(N=C3)C4CCNCC4)N. Drug 2: CC1C(C(CC(O1)OC2CC(OC(C2O)C)OC3=CC4=CC5=C(C(=O)C(C(C5)C(C(=O)C(C(C)O)O)OC)OC6CC(C(C(O6)C)O)OC7CC(C(C(O7)C)O)OC8CC(C(C(O8)C)O)(C)O)C(=C4C(=C3C)O)O)O)O. Cell line: DU-145. Synergy scores: CSS=10.3, Synergy_ZIP=10.1, Synergy_Bliss=16.3, Synergy_Loewe=14.2, Synergy_HSA=14.1. (4) Drug 1: CCC1=CC2CC(C3=C(CN(C2)C1)C4=CC=CC=C4N3)(C5=C(C=C6C(=C5)C78CCN9C7C(C=CC9)(C(C(C8N6C)(C(=O)OC)O)OC(=O)C)CC)OC)C(=O)OC.C(C(C(=O)O)O)(C(=O)O)O. Drug 2: CC1=C(C(=CC=C1)Cl)NC(=O)C2=CN=C(S2)NC3=CC(=NC(=N3)C)N4CCN(CC4)CCO. Cell line: COLO 205. Synergy scores: CSS=15.6, Synergy_ZIP=5.69, Synergy_Bliss=2.25, Synergy_Loewe=-7.58, Synergy_HSA=-2.78. (5) Drug 1: C1C(C(OC1N2C=C(C(=O)NC2=O)F)CO)O. Drug 2: CC1=C2C(C(=O)C3(C(CC4C(C3C(C(C2(C)C)(CC1OC(=O)C(C(C5=CC=CC=C5)NC(=O)C6=CC=CC=C6)O)O)OC(=O)C7=CC=CC=C7)(CO4)OC(=O)C)O)C)OC(=O)C. Cell line: SF-268. Synergy scores: CSS=24.0, Synergy_ZIP=-4.99, Synergy_Bliss=0.298, Synergy_Loewe=-16.2, Synergy_HSA=0.308. (6) Drug 1: C1=CC=C(C(=C1)C(C2=CC=C(C=C2)Cl)C(Cl)Cl)Cl. Drug 2: C1C(C(OC1N2C=NC(=NC2=O)N)CO)O. Cell line: NCI-H522. Synergy scores: CSS=6.65, Synergy_ZIP=-2.43, Synergy_Bliss=-1.72, Synergy_Loewe=-4.63, Synergy_HSA=-0.0711. (7) Drug 1: C1C(C(OC1N2C=NC(=NC2=O)N)CO)O. Drug 2: CC12CCC3C(C1CCC2OP(=O)(O)O)CCC4=C3C=CC(=C4)OC(=O)N(CCCl)CCCl.[Na+]. Cell line: OVCAR-5. Synergy scores: CSS=19.7, Synergy_ZIP=-4.21, Synergy_Bliss=-0.529, Synergy_Loewe=1.03, Synergy_HSA=1.62.